The task is: Predict the reactants needed to synthesize the given product.. This data is from Full USPTO retrosynthesis dataset with 1.9M reactions from patents (1976-2016). (1) The reactants are: [OH:1][C:2]1[CH:3]=[C:4]([CH:8]=[CH:9][C:10]=1[CH2:11][S:12]([CH3:15])(=[O:14])=[O:13])[C:5]([OH:7])=O.S(Cl)(Cl)=O.[Cl:20][C:21]1[CH:27]=[CH:26][C:24]([NH2:25])=[CH:23][C:22]=1[C:28]1[CH:33]=[CH:32][CH:31]=[CH:30][N:29]=1.C(O)(=O)CC(CC(O)=O)(C(O)=O)O. Given the product [Cl:20][C:21]1[CH:27]=[CH:26][C:24]([NH:25][C:5](=[O:7])[C:4]2[CH:8]=[CH:9][C:10]([CH2:11][S:12]([CH3:15])(=[O:14])=[O:13])=[C:2]([OH:1])[CH:3]=2)=[CH:23][C:22]=1[C:28]1[CH:33]=[CH:32][CH:31]=[CH:30][N:29]=1, predict the reactants needed to synthesize it. (2) Given the product [Br:17][C:2]1[C:10]([O:11][CH3:12])=[CH:9][CH:8]=[CH:7][C:3]=1[C:4]([OH:6])=[O:5], predict the reactants needed to synthesize it. The reactants are: N[C:2]1[C:10]([O:11][CH3:12])=[CH:9][CH:8]=[CH:7][C:3]=1[C:4]([OH:6])=[O:5].N([O-])=O.[Na+].[BrH:17]. (3) Given the product [O:18]1[CH2:22][CH2:21][CH2:20][CH:19]1[CH2:23][NH:24][C:25]([C:27]1[S:28][C:29]([C:32]([NH:34][N:35]=[C:15]([C:12]2[C:13]([OH:14])=[C:9]([C:4]3[CH:5]=[CH:6][C:7]([Cl:8])=[C:2]([Cl:1])[CH:3]=3)[S:10][CH:11]=2)[CH3:17])=[O:33])=[CH:30][CH:31]=1)=[O:26], predict the reactants needed to synthesize it. The reactants are: [Cl:1][C:2]1[CH:3]=[C:4]([C:9]2[S:10][CH:11]=[C:12]([C:15]([CH3:17])=O)[C:13]=2[OH:14])[CH:5]=[CH:6][C:7]=1[Cl:8].[O:18]1[CH2:22][CH2:21][CH2:20][CH:19]1[CH2:23][NH:24][C:25]([C:27]1[S:28][C:29]([C:32]([NH:34][NH2:35])=[O:33])=[CH:30][CH:31]=1)=[O:26].O.C1(C)C=CC(S(O)(=O)=O)=CC=1. (4) Given the product [N+:1]([C:4]1[CH:23]=[CH:22][C:7]([O:8][CH:9]2[CH2:10][CH2:11][NH:12][CH2:13][CH2:14]2)=[CH:6][CH:5]=1)([O-:3])=[O:2], predict the reactants needed to synthesize it. The reactants are: [N+:1]([C:4]1[CH:23]=[CH:22][C:7]([O:8][CH:9]2[CH2:14][CH2:13][N:12](C(OC(C)(C)C)=O)[CH2:11][CH2:10]2)=[CH:6][CH:5]=1)([O-:3])=[O:2].FC(F)(F)C(O)=O. (5) Given the product [SH:14][C:13]1[O:9][C:3]2[CH:4]=[C:5]([OH:6])[CH:7]=[CH:8][C:2]=2[N:1]=1, predict the reactants needed to synthesize it. The reactants are: [NH2:1][C:2]1[CH:8]=[CH:7][C:5]([OH:6])=[CH:4][C:3]=1[OH:9].C(O[C:13](S)=[S:14])C.[OH-].[K+].Cl. (6) The reactants are: [Cl:1][C:2]1[CH:7]=[CH:6][C:5]([C:8]2[CH:13]=[N:12][N:11]3[C:14](=[O:17])[NH:15][N:16]=[C:10]3[C:9]=2[C:18]2[CH:23]=[CH:22][N:21]=[CH:20][CH:19]=2)=[CH:4][CH:3]=1.C([O-])([O-])=O.[K+].[K+].Cl[CH2:31][C:32]1[CH:33]=[CH:34][C:35]([C:38]([F:41])([F:40])[F:39])=[N:36][CH:37]=1. Given the product [Cl:1][C:2]1[CH:7]=[CH:6][C:5]([C:8]2[CH:13]=[N:12][N:11]3[C:14](=[O:17])[N:15]([CH2:31][C:32]4[CH:37]=[N:36][C:35]([C:38]([F:41])([F:39])[F:40])=[CH:34][CH:33]=4)[N:16]=[C:10]3[C:9]=2[C:18]2[CH:23]=[CH:22][N:21]=[CH:20][CH:19]=2)=[CH:4][CH:3]=1, predict the reactants needed to synthesize it. (7) Given the product [CH:24]1([C:22]2[NH:1][C:2]3=[N:7][C:6]([C:8]4[CH:13]=[CH:12][CH:11]=[C:10]([F:14])[CH:9]=4)=[C:5]([C:15]4[CH:20]=[CH:19][N:18]=[CH:17][CH:16]=4)[CH:4]=[C:3]3[N:21]=2)[CH2:26][CH2:25]1, predict the reactants needed to synthesize it. The reactants are: [NH2:1][C:2]1[N:7]=[C:6]([C:8]2[CH:13]=[CH:12][CH:11]=[C:10]([F:14])[CH:9]=2)[C:5]([C:15]2[CH:20]=[CH:19][N:18]=[CH:17][CH:16]=2)=[CH:4][C:3]=1[NH:21][C:22]([CH:24]1[CH2:26][CH2:25]1)=O. (8) Given the product [S:1]1[C:5]2[CH:6]=[CH:7][CH:8]=[CH:9][C:4]=2[N:3]=[C:2]1[C:10]1[CH:19]=[C:18]2[C:13]([N:14]=[CH:15][CH:16]=[N:17]2)=[C:12]([C:20]([NH:22][CH2:23][C:24]([OH:26])=[O:25])=[O:21])[C:11]=1[OH:29], predict the reactants needed to synthesize it. The reactants are: [S:1]1[C:5]2[CH:6]=[CH:7][CH:8]=[CH:9][C:4]=2[N:3]=[C:2]1[C:10]1[CH:19]=[C:18]2[C:13]([N:14]=[CH:15][CH:16]=[N:17]2)=[C:12]([C:20]([NH:22][CH2:23][C:24]([O:26]CC)=[O:25])=[O:21])[C:11]=1[OH:29].[OH-].[Na+].